Dataset: Full USPTO retrosynthesis dataset with 1.9M reactions from patents (1976-2016). Task: Predict the reactants needed to synthesize the given product. (1) Given the product [Cl:31][C:32]1[CH:39]=[CH:38][C:35]([CH2:36][C:2]2[N:3]=[C:4]([C:20]3[C:21]([CH3:29])=[N:22][N:23]4[CH:28]=[CH:27][CH:26]=[CH:25][C:24]=34)[S:5][C:6]=2[C:7]2[N:11]=[CH:10][N:9]([CH2:12][O:13][CH2:14][CH2:15][Si:16]([CH3:19])([CH3:18])[CH3:17])[N:8]=2)=[CH:34][CH:33]=1, predict the reactants needed to synthesize it. The reactants are: Br[C:2]1[N:3]=[C:4]([C:20]2[C:21]([CH3:29])=[N:22][N:23]3[CH:28]=[CH:27][CH:26]=[CH:25][C:24]=23)[S:5][C:6]=1[C:7]1[N:11]=[CH:10][N:9]([CH2:12][O:13][CH2:14][CH2:15][Si:16]([CH3:19])([CH3:18])[CH3:17])[N:8]=1.[Cl-].[Cl:31][C:32]1[CH:39]=[CH:38][C:35]([CH2:36][Zn+])=[CH:34][CH:33]=1. (2) Given the product [OH:18][C:17]1[C:16]2[C:11](=[CH:12][C:13]([O:19][C:20]3[CH:21]=[CH:22][CH:23]=[CH:24][CH:25]=3)=[CH:14][CH:15]=2)[C:10]([CH3:26])=[N:9][C:8]=1[C:6]([NH:27][C@@H:28]([CH3:29])[C:30]([OH:32])=[O:31])=[O:7], predict the reactants needed to synthesize it. The reactants are: C(O[C:6]([C:8]1[N:9]=[C:10]([CH3:26])[C:11]2[C:16]([C:17]=1[OH:18])=[CH:15][CH:14]=[C:13]([O:19][C:20]1[CH:25]=[CH:24][CH:23]=[CH:22][CH:21]=1)[CH:12]=2)=[O:7])CCC.[NH2:27][C@H:28]([C:30]([OH:32])=[O:31])[CH3:29].CO[Na].CO.